Dataset: Forward reaction prediction with 1.9M reactions from USPTO patents (1976-2016). Task: Predict the product of the given reaction. (1) Given the reactants [CH3:1][N:2]1[CH2:9][C@@H:8]2[C@@H:4]([N:5]([C:10]3[CH:15]=[CH:14][C:13]([C:16]4[CH:21]=[CH:20][C:19]([C:22]5[CH:23]=[N:24][N:25](C(C6C=CC=CC=6)(C6C=CC=CC=6)C6C=CC=CC=6)[CH:26]=5)=[CH:18][CH:17]=4)=[CH:12][CH:11]=3)[CH2:6][CH2:7]2)[CH2:3]1, predict the reaction product. The product is: [NH:24]1[CH:23]=[C:22]([C:19]2[CH:20]=[CH:21][C:16]([C:13]3[CH:12]=[CH:11][C:10]([N:5]4[CH2:6][CH2:7][C@@H:8]5[CH2:9][N:2]([CH3:1])[CH2:3][C@H:4]45)=[CH:15][CH:14]=3)=[CH:17][CH:18]=2)[CH:26]=[N:25]1. (2) Given the reactants [Br:1][C:2]1[CH:3]=[C:4]([CH:8]=[C:9]([NH:11][C:12](=[O:15])[CH2:13][CH3:14])[CH:10]=1)[C:5]([OH:7])=O.CN(C(ON1N=NC2C=CC=NC1=2)=[N+](C)C)C.F[P-](F)(F)(F)(F)F.Cl.[NH2:41][C:42]1[CH:47]=[CH:46][CH:45]=[CH:44][C:43]=1[CH2:48][C:49]([O:51][CH3:52])=[O:50], predict the reaction product. The product is: [Br:1][C:2]1[CH:3]=[C:4]([CH:8]=[C:9]([NH:11][C:12](=[O:15])[CH2:13][CH3:14])[CH:10]=1)[C:5]([NH:41][C:42]1[CH:47]=[CH:46][CH:45]=[CH:44][C:43]=1[CH2:48][C:49]([O:51][CH3:52])=[O:50])=[O:7]. (3) Given the reactants C(OC(=O)[NH:7][C@@H:8]1[C@@H:13]([OH:14])[C@H:12]([CH2:15][C:16]2[CH:21]=[C:20]([F:22])[C:19]([NH:23][C:24]([O:26][CH2:27][C:28]3[CH:33]=[CH:32][CH:31]=[CH:30][CH:29]=3)=[O:25])=[C:18]([CH2:34][CH2:35][CH2:36][CH3:37])[CH:17]=2)[CH2:11][S:10](=[O:38])[CH2:9]1)(C)(C)C.[ClH:40], predict the reaction product. The product is: [ClH:40].[CH2:27]([O:26][C:24](=[O:25])[NH:23][C:19]1[C:20]([F:22])=[CH:21][C:16]([CH2:15][C@H:12]2[C@H:13]([OH:14])[C@@H:8]([NH2:7])[CH2:9][S:10](=[O:38])[CH2:11]2)=[CH:17][C:18]=1[CH2:34][CH2:35][CH2:36][CH3:37])[C:28]1[CH:33]=[CH:32][CH:31]=[CH:30][CH:29]=1.